This data is from Catalyst prediction with 721,799 reactions and 888 catalyst types from USPTO. The task is: Predict which catalyst facilitates the given reaction. (1) Reactant: C(O[BH-](OC(=O)C)OC(=O)C)(=O)C.[Na+].C(O)(=O)C.[F:19][C:20]1[CH:25]=[CH:24][C:23]([C:26]2[CH:27]=[C:28]3[C:32](=[CH:33][CH:34]=2)[NH:31][CH:30]=[CH:29]3)=[CH:22][C:21]=1[CH:35]=O.[CH3:37][N:38]1[CH2:43][CH2:42][CH:41]([NH2:44])[CH2:40][CH2:39]1. Product: [F:19][C:20]1[CH:25]=[CH:24][C:23]([C:26]2[CH:27]=[C:28]3[C:32](=[CH:33][CH:34]=2)[NH:31][CH:30]=[CH:29]3)=[CH:22][C:21]=1[CH2:35][NH:44][CH:41]1[CH2:42][CH2:43][N:38]([CH3:37])[CH2:39][CH2:40]1. The catalyst class is: 417. (2) Reactant: [Cl:1][C:2]1[CH:7]=[CH:6][C:5]([NH2:8])=[CH:4][C:3]=1[C:9](=[O:11])[CH3:10].C(N(C(C)C)CC)(C)C.[CH3:21][O:22][C:23]1[CH:24]=[C:25]([CH:29]=[C:30]([O:32][CH3:33])[CH:31]=1)[C:26](Cl)=[O:27]. Product: [C:9]([C:3]1[CH:4]=[C:5]([NH:8][C:26](=[O:27])[C:25]2[CH:29]=[C:30]([O:32][CH3:33])[CH:31]=[C:23]([O:22][CH3:21])[CH:24]=2)[CH:6]=[CH:7][C:2]=1[Cl:1])(=[O:11])[CH3:10]. The catalyst class is: 4. (3) Reactant: [Na].[C:2]1([C:11]2[C:6](=[CH:7][CH:8]=[CH:9][CH:10]=2)[CH2:5][O:4]1)=[O:3].[CH3:12][O:13][C:14]1[CH:15]=[C:16]([CH:19]=[CH:20][CH:21]=1)[CH:17]=O.Cl. Product: [CH3:12][O:13][C:14]1[CH:15]=[C:16]([CH:17]2[C:2](=[O:3])[C:11]3[C:6](=[CH:7][CH:8]=[CH:9][CH:10]=3)[C:5]2=[O:4])[CH:19]=[CH:20][CH:21]=1. The catalyst class is: 8. (4) Reactant: [CH2:1]1[CH:8]([N:9]2[C:13](=[O:14])[C:12]3[CH:15]=[CH:16][CH:17]=[C:18]([NH2:19])[C:11]=3[CH2:10]2)[C:6](=[O:7])[NH:5][C:3](=[O:4])[CH2:2]1.Cl.C(N(CC)CC)C. Product: [NH2:19][C:18]1[CH:17]=[CH:16][CH:15]=[C:12]2[C:11]=1[CH2:10][N:9]([CH:8]1[CH2:1][CH2:2][C:3](=[O:4])[NH:5][C:6]1=[O:7])[C:13]2=[O:14]. The catalyst class is: 5. (5) Product: [F:16][C:15]1[CH:14]=[CH:13][CH:12]=[C:11]2[C:10]=1[N:9]=[N:1][C:18](=[P:19]([C:32]1[CH:33]=[CH:34][CH:35]=[CH:36][CH:37]=1)([C:20]1[CH:25]=[CH:24][CH:23]=[CH:22][CH:21]=1)[C:26]1[CH:27]=[CH:28][CH:29]=[CH:30][CH:31]=1)[C:17]2=[O:38]. The catalyst class is: 33. Reactant: [N:1](OCCC(C)C)=O.[NH2:9][C:10]1[C:15]([F:16])=[CH:14][CH:13]=[CH:12][C:11]=1[C:17](=[O:38])[CH:18]=[P:19]([C:32]1[CH:37]=[CH:36][CH:35]=[CH:34][CH:33]=1)([C:26]1[CH:31]=[CH:30][CH:29]=[CH:28][CH:27]=1)[C:20]1[CH:25]=[CH:24][CH:23]=[CH:22][CH:21]=1. (6) Reactant: C([O:5][C:6]([C:8]1[C:9]([C:23]2[CH:28]=[CH:27][C:26]([C:29]3([C:32]([O:34][CH2:35][CH3:36])=[O:33])[CH2:31][CH2:30]3)=[CH:25][CH:24]=2)=[CH:10][CH:11]=[C:12]([C:14]2[S:15][C:16]([Cl:22])=[CH:17][C:18]=2[C:19](=[O:21])[NH2:20])[CH:13]=1)=[O:7])(C)(C)C.FC(F)(F)C(O)=O. Product: [C:19]([C:18]1[CH:17]=[C:16]([Cl:22])[S:15][C:14]=1[C:12]1[CH:13]=[C:8]([C:6]([OH:7])=[O:5])[C:9]([C:23]2[CH:24]=[CH:25][C:26]([C:29]3([C:32]([O:34][CH2:35][CH3:36])=[O:33])[CH2:30][CH2:31]3)=[CH:27][CH:28]=2)=[CH:10][CH:11]=1)(=[O:21])[NH2:20]. The catalyst class is: 2. (7) The catalyst class is: 18. Reactant: [C:1]([CH2:4][CH2:5][C:6]1[N:10]([CH2:11][C:12]2[CH:29]=[CH:28][C:15]3/[C:16](=[CH:25]/[C:26]#[N:27])/[C:17]4[CH:24]=[CH:23][CH:22]=[CH:21][C:18]=4[CH2:19][CH2:20][C:14]=3[CH:13]=2)[C:9]2[CH:30]=[C:31]([C:35]3[CH:40]=[CH:39][CH:38]=[CH:37][CH:36]=3)[CH:32]=[C:33]([CH3:34])[C:8]=2[N:7]=1)(O)=[O:2].[CH2:41]([N:43]=C=NCCCN(C)C)C.ON1C2C=CC=CC=2N=N1.CN.C(=O)([O-])O.[Na+]. Product: [CH3:41][NH:43][C:1]([CH2:4][CH2:5][C:6]1[N:10]([CH2:11][C:12]2[CH:29]=[CH:28][C:15]3/[C:16](=[CH:25]/[C:26]#[N:27])/[C:17]4[CH:24]=[CH:23][CH:22]=[CH:21][C:18]=4[CH2:19][CH2:20][C:14]=3[CH:13]=2)[C:9]2[CH:30]=[C:31]([C:35]3[CH:36]=[CH:37][CH:38]=[CH:39][CH:40]=3)[CH:32]=[C:33]([CH3:34])[C:8]=2[N:7]=1)=[O:2]. (8) Reactant: Br[C:2]1[S:3][C:4]([C:8]([N:10]2[CH2:15][CH2:14][CH2:13][CH2:12][CH2:11]2)=[O:9])=[C:5]([Br:7])[N:6]=1.[C:16]1([C:22]#[CH:23])[CH:21]=[CH:20][CH:19]=[CH:18][CH:17]=1.C(N(CC)CC)C. Product: [Br:7][C:5]1[N:6]=[C:2]([C:23]#[C:22][C:16]2[CH:21]=[CH:20][CH:19]=[CH:18][CH:17]=2)[S:3][C:4]=1[C:8]([N:10]1[CH2:15][CH2:14][CH2:13][CH2:12][CH2:11]1)=[O:9]. The catalyst class is: 778.